This data is from Reaction yield outcomes from USPTO patents with 853,638 reactions. The task is: Predict the reaction yield, written as a fraction of the theoretical maximum amount of product (1.0 means a 100% yield; for example, 0.34 means a 34% yield). (1) The catalyst is C1COCC1. The product is [Cl:1][C:2]1[CH:14]=[C:13]([CH2:15][OH:16])[C:12]([O:17][CH3:18])=[CH:11][C:3]=1[O:4][CH2:5][C:6]([OH:8])=[O:7]. The reactants are [Cl:1][C:2]1[CH:14]=[C:13]([CH2:15][OH:16])[C:12]([O:17][CH3:18])=[CH:11][C:3]=1[O:4][CH2:5][C:6]([O:8]CC)=[O:7].O.[OH-].[Li+]. The yield is 0.950. (2) The catalyst is C(O)C. The yield is 0.740. The product is [NH2:1][C:2]1[N:11]=[CH:10][C:9]2[CH2:8][CH2:7][C:6]3[C:12]([C:16]([OH:18])=[O:17])=[N:13][N:14]([CH3:15])[C:5]=3[C:4]=2[N:3]=1. The reactants are [NH2:1][C:2]1[N:11]=[CH:10][C:9]2[CH2:8][CH2:7][C:6]3[C:12]([C:16]([O:18]CC)=[O:17])=[N:13][N:14]([CH3:15])[C:5]=3[C:4]=2[N:3]=1.[OH-].[Na+]. (3) The reactants are [C:1]([O:5][C:6](=[O:29])[C:7]([O:10]/[N:11]=[C:12](/[C:16]1[N:17]=[C:18]([NH:21][C:22]([O:24][C:25]([CH3:28])([CH3:27])[CH3:26])=[O:23])[S:19][CH:20]=1)\[C:13](O)=[O:14])([CH3:9])[CH3:8])([CH3:4])([CH3:3])[CH3:2].[NH2:30][C@H:31]1[C@@H:34]([CH2:35][N:36]2[CH:40]=[N:39][C:38]([CH3:41])=[N:37]2)[NH:33][C:32]1=[O:42].CCN=C=NCCCN(C)C.Cl.N1C=CC=CC=1.C1C=CC2N(O)N=NC=2C=1.CCN(C(C)C)C(C)C. The catalyst is CN(C=O)C. The product is [C:25]([O:24][C:22]([NH:21][C:18]1[S:19][CH:20]=[C:16](/[C:12](=[N:11]/[O:10][C:7]([CH3:9])([CH3:8])[C:6]([O:5][C:1]([CH3:4])([CH3:3])[CH3:2])=[O:29])/[C:13]([NH:30][C@@H:31]2[C:32](=[O:42])[NH:33][C@@H:34]2[CH2:35][N:36]2[CH:40]=[N:39][C:38]([CH3:41])=[N:37]2)=[O:14])[N:17]=1)=[O:23])([CH3:28])([CH3:27])[CH3:26]. The yield is 0.540. (4) The reactants are C([O:4][CH2:5][C:6]1[C:7]([N:30]2[CH2:42][CH2:41][N:33]3[C:34]4[CH2:35][CH2:36][CH2:37][CH2:38][C:39]=4[CH:40]=[C:32]3[C:31]2=[O:43])=[N:8][CH:9]=[CH:10][C:11]=1[C:12]1[CH:17]=[C:16]([NH:18][C:19]2[CH:27]=[C:22]3[CH2:23][O:24][CH2:25][CH2:26][N:21]3[N:20]=2)[C:15](=[O:28])[N:14]([CH3:29])[CH:13]=1)(=O)C.[OH-].[Li+]. The yield is 0.620. The product is [N:20]1[N:21]2[C:22]([CH2:23][O:24][CH2:25][CH2:26]2)=[CH:27][C:19]=1[NH:18][C:16]1[C:15](=[O:28])[N:14]([CH3:29])[CH:13]=[C:12]([C:11]2[CH:10]=[CH:9][N:8]=[C:7]([N:30]3[CH2:42][CH2:41][N:33]4[C:34]5[CH2:35][CH2:36][CH2:37][CH2:38][C:39]=5[CH:40]=[C:32]4[C:31]3=[O:43])[C:6]=2[CH2:5][OH:4])[CH:17]=1. No catalyst specified. (5) The reactants are [CH3:1][C:2]([CH3:9])([CH:6]([CH3:8])[CH3:7])[CH2:3][CH2:4][OH:5].CC(OI1(OC(C)=O)(OC(C)=O)OC(=O)C2C=CC=CC1=2)=O.[O-]S([O-])=O.[Na+].[Na+]. The catalyst is ClCCl. The product is [CH3:1][C:2]([CH3:9])([CH:6]([CH3:8])[CH3:7])[CH2:3][CH:4]=[O:5]. The yield is 0.210. (6) The reactants are [CH3:1][C:2]1[CH:3]=[C:4]([N:9]([C:13]2[NH:14][C:15](=[O:23])[NH:16][C:17](=[O:22])[C:18]=2[CH:19]([CH3:21])[CH3:20])[C:10](=[O:12])[CH3:11])[CH:5]=[C:6]([CH3:8])[CH:7]=1.ClC1N=C(Cl)[C:28]([CH:32](C)[CH3:33])=[C:27](Cl)N=1.C([O-])([O-])=O.[K+].[K+].[I-].[Li+].CS(C/C=C/C)(=O)=O. The catalyst is CN(C=O)C.CCOCC. The product is [CH2:27]([N:14]1[C:13]([N:9]([C:4]2[CH:3]=[C:2]([CH3:1])[CH:7]=[C:6]([CH3:8])[CH:5]=2)[C:10](=[O:12])[CH3:11])=[C:18]([CH:19]([CH3:21])[CH3:20])[C:17](=[O:22])[NH:16][C:15]1=[O:23])[CH:28]=[CH:32][CH3:33]. The yield is 0.540.